This data is from Reaction yield outcomes from USPTO patents with 853,638 reactions. The task is: Predict the reaction yield, written as a fraction of the theoretical maximum amount of product (1.0 means a 100% yield; for example, 0.34 means a 34% yield). (1) The product is [Cl:29][C:23]1[CH:22]=[C:21]([C:18]2[CH:19]=[CH:20][N:16]([CH2:15][C@@H:14]([NH:13][C:10]([C:3]3[C:4]4[CH2:9][O:8][CH2:7][CH2:6][C:5]=4[O:1][N:2]=3)=[O:12])[CH3:30])[N:17]=2)[CH:28]=[CH:27][C:24]=1[C:25]#[N:26]. The reactants are [O:1]1[C:5]2[CH2:6][CH2:7][O:8][CH2:9][C:4]=2[C:3]([C:10]([OH:12])=O)=[N:2]1.[NH2:13][C@@H:14]([CH3:30])[CH2:15][N:16]1[CH:20]=[CH:19][C:18]([C:21]2[CH:28]=[CH:27][C:24]([C:25]#[N:26])=[C:23]([Cl:29])[CH:22]=2)=[N:17]1. No catalyst specified. The yield is 0.0950. (2) The reactants are [Cl:1][C:2]1[CH:3]=[N:4][C:5]2[NH:6][C:7]3[CH:8]=[N:9][CH:10]=[C:11]([CH:32]=3)[CH2:12][CH2:13][C:14]3[CH:22]=[C:18]([NH:19][C:20]=1[N:21]=2)[CH:17]=[CH:16][C:15]=3[O:23][CH2:24][C:25]([O:27]C(C)(C)C)=[O:26].O1CCOCC1. The catalyst is Cl. The product is [ClH:1].[ClH:1].[Cl:1][C:2]1[CH:3]=[N:4][C:5]2[NH:6][C:7]3[CH:8]=[N:9][CH:10]=[C:11]([CH:32]=3)[CH2:12][CH2:13][C:14]3[CH:22]=[C:18]([NH:19][C:20]=1[N:21]=2)[CH:17]=[CH:16][C:15]=3[O:23][CH2:24][C:25]([OH:27])=[O:26]. The yield is 1.04. (3) The reactants are C(OC([NH:8][C:9]1[S:13][C:12]([C:14]2[C:19]([F:20])=[CH:18][CH:17]=[CH:16][C:15]=2[F:21])=[N:11][C:10]=1[C:22]([NH:24][C:25]1[CH:29]=[N:28][N:27]([CH3:30])[C:26]=1[N:31]1[CH2:37][CH2:36][C@H:35](O)[C@H:34]([NH:39][C:40](=[O:46])[O:41]C(C)(C)C)[CH2:33][CH2:32]1)=[O:23])=O)(C)(C)C.[H-].[Na+].CO. The catalyst is CN(C=O)C.Cl.O1CCOCC1. The product is [O:46]=[C:40]1[NH:39][C@@H:34]2[CH2:33][CH2:32][N:31]([C:26]3[N:27]([CH3:30])[N:28]=[CH:29][C:25]=3[NH:24][C:22]([C:10]3[N:11]=[C:12]([C:14]4[C:19]([F:20])=[CH:18][CH:17]=[CH:16][C:15]=4[F:21])[S:13][C:9]=3[NH2:8])=[O:23])[CH2:37][CH2:36][C@@H:35]2[O:41]1. The yield is 0.410. (4) The reactants are [Br:1][CH2:2][C:3](Cl)=[O:4].[Cl:6][C:7]1[CH:8]=[C:9]([CH:14]2[CH2:18][NH:17][CH2:16][CH:15]2[N:19]([CH2:21][C:22]2[CH:27]=[CH:26][C:25]([C:28]([F:31])([F:30])[F:29])=[C:24]([F:32])[CH:23]=2)[CH3:20])[CH:10]=[CH:11][C:12]=1[Cl:13].C(N(CC)CC)C. The catalyst is C1COCC1. The product is [Br:1][CH2:2][C:3]([N:17]1[CH2:16][CH:15]([N:19]([CH2:21][C:22]2[CH:27]=[CH:26][C:25]([C:28]([F:31])([F:29])[F:30])=[C:24]([F:32])[CH:23]=2)[CH3:20])[CH:14]([C:9]2[CH:10]=[CH:11][C:12]([Cl:13])=[C:7]([Cl:6])[CH:8]=2)[CH2:18]1)=[O:4]. The yield is 0.700. (5) The reactants are [CH2:1]([S:8][C:9]1[CH:10]=[CH:11][C:12]([NH:22][C:23]2[CH:28]=[C:27]([Cl:29])[C:26]([Br:30])=[CH:25][C:24]=2[O:31][CH3:32])=[C:13](/[CH:15]=[CH:16]/[C:17](OCC)=[O:18])[CH:14]=1)[C:2]1[CH:7]=[CH:6][CH:5]=[CH:4][CH:3]=1.C[O-].[Na+]. The catalyst is CO. The product is [CH2:1]([S:8][C:9]1[CH:14]=[C:13]2[C:12](=[CH:11][CH:10]=1)[N:22]([C:23]1[CH:28]=[C:27]([Cl:29])[C:26]([Br:30])=[CH:25][C:24]=1[O:31][CH3:32])[C:17](=[O:18])[CH:16]=[CH:15]2)[C:2]1[CH:3]=[CH:4][CH:5]=[CH:6][CH:7]=1. The yield is 0.750. (6) The reactants are [CH3:1][C@H:2]1[CH2:7][CH2:6][CH2:5][CH2:4][C@H:3]1[N:8]1[CH2:12][CH2:11][CH2:10][C:9]1=[O:13].Br[CH2:15][C:16]1[C:21]([Cl:22])=[CH:20][C:19]([O:23][CH3:24])=[CH:18][C:17]=1[Cl:25]. No catalyst specified. The product is [Cl:22][C:21]1[CH:20]=[C:19]([O:23][CH3:24])[CH:18]=[C:17]([Cl:25])[C:16]=1[CH2:15][CH:10]1[CH2:11][CH2:12][N:8]([C@@H:3]2[CH2:4][CH2:5][CH2:6][CH2:7][C@@H:2]2[CH3:1])[C:9]1=[O:13]. The yield is 0.630. (7) The reactants are [CH3:1][CH:2]([C:8]([C:10]([F:13])([F:12])[F:11])=O)[C:3]([O:5][CH2:6][CH3:7])=[O:4].C([O-])(=O)C.[NH4+:18]. The catalyst is C(O)C.O. The product is [CH2:6]([O:5][C:3](=[O:4])[C:2]([CH3:1])=[C:8]([NH2:18])[C:10]([F:13])([F:12])[F:11])[CH3:7]. The yield is 1.00.